From a dataset of Reaction yield outcomes from USPTO patents with 853,638 reactions. Predict the reaction yield, written as a fraction of the theoretical maximum amount of product (1.0 means a 100% yield; for example, 0.34 means a 34% yield). (1) The reactants are [CH2:1]([O:8][C:9](=[O:21])[NH:10][C@H:11]([C:16]1[N:17]=[N:18][NH:19][N:20]=1)[C:12]([CH3:15])([CH3:14])[CH3:13])[C:2]1[CH:7]=[CH:6][CH:5]=[CH:4][CH:3]=1.[C:22](=O)([O-])[O-].[K+].[K+].CI. The catalyst is CC(C)=O. The product is [CH3:13][C:12]([CH3:15])([CH3:14])[C@H:11]([NH:10][C:9](=[O:21])[O:8][CH2:1][C:2]1[CH:3]=[CH:4][CH:5]=[CH:6][CH:7]=1)[C:16]1[N:20]=[N:19][N:18]([CH3:22])[N:17]=1.[CH3:13][C:12]([CH3:15])([CH3:14])[C@H:11]([NH:10][C:9](=[O:21])[O:8][CH2:1][C:2]1[CH:3]=[CH:4][CH:5]=[CH:6][CH:7]=1)[C:16]1[N:17]([CH3:22])[N:18]=[N:19][N:20]=1. The yield is 0.570. (2) The reactants are [OH:1][C:2]1[CH:3]=[C:4]2[C:9](=[CH:10][CH:11]=1)[S:8][C:7]([CH3:13])([CH3:12])[CH2:6][C:5]2=[O:14].[F:15][C:16]([F:29])([F:28])[S:17](O[S:17]([C:16]([F:29])([F:28])[F:15])(=[O:19])=[O:18])(=[O:19])=[O:18]. The catalyst is N1C=CC=CC=1. The product is [F:15][C:16]([F:29])([F:28])[S:17]([O:1][C:2]1[CH:3]=[C:4]2[C:9](=[CH:10][CH:11]=1)[S:8][C:7]([CH3:12])([CH3:13])[CH2:6][C:5]2=[O:14])(=[O:19])=[O:18]. The yield is 0.470. (3) The reactants are [CH3:1][N:2]1[CH:6]=[C:5]([C:7](O)=[O:8])[C:4]([CH3:10])=[N:3]1.O1CCCC1.S(Cl)(Cl)=O.[NH2:20][C:21]1[CH:22]=[C:23]([CH:40]=[CH:41][C:42]=1[Cl:43])[O:24][C:25]1[CH:26]=[CH:27][C:28]2[N:29]([N:31]=[C:32]([NH:34][C:35]([CH:37]3[CH2:39][CH2:38]3)=[O:36])[N:33]=2)[CH:30]=1. The catalyst is CN(C)C=O.CN(C)C(=O)C. The product is [Cl:43][C:42]1[CH:41]=[CH:40][C:23]([O:24][C:25]2[CH:26]=[CH:27][C:28]3[N:29]([N:31]=[C:32]([NH:34][C:35]([CH:37]4[CH2:39][CH2:38]4)=[O:36])[N:33]=3)[CH:30]=2)=[CH:22][C:21]=1[NH:20][C:7]([C:5]1[C:4]([CH3:10])=[N:3][N:2]([CH3:1])[CH:6]=1)=[O:8]. The yield is 0.240.